Dataset: NCI-60 drug combinations with 297,098 pairs across 59 cell lines. Task: Regression. Given two drug SMILES strings and cell line genomic features, predict the synergy score measuring deviation from expected non-interaction effect. (1) Drug 1: C1=CC(=CC=C1C#N)C(C2=CC=C(C=C2)C#N)N3C=NC=N3. Drug 2: CC1CCCC2(C(O2)CC(NC(=O)CC(C(C(=O)C(C1O)C)(C)C)O)C(=CC3=CSC(=N3)C)C)C. Cell line: HCC-2998. Synergy scores: CSS=49.7, Synergy_ZIP=4.41, Synergy_Bliss=2.61, Synergy_Loewe=-10.3, Synergy_HSA=4.06. (2) Drug 1: C1CCC(C1)C(CC#N)N2C=C(C=N2)C3=C4C=CNC4=NC=N3. Drug 2: CN1C2=C(C=C(C=C2)N(CCCl)CCCl)N=C1CCCC(=O)O.Cl. Cell line: SF-268. Synergy scores: CSS=15.3, Synergy_ZIP=4.45, Synergy_Bliss=2.48, Synergy_Loewe=-4.11, Synergy_HSA=-3.68. (3) Drug 1: CS(=O)(=O)OCCCCOS(=O)(=O)C. Drug 2: CN(C(=O)NC(C=O)C(C(C(CO)O)O)O)N=O. Cell line: SF-268. Synergy scores: CSS=7.23, Synergy_ZIP=-0.522, Synergy_Bliss=1.90, Synergy_Loewe=-1.23, Synergy_HSA=-0.395. (4) Synergy scores: CSS=14.3, Synergy_ZIP=2.02, Synergy_Bliss=8.43, Synergy_Loewe=4.34, Synergy_HSA=5.23. Drug 1: C1=NC(=NC(=O)N1C2C(C(C(O2)CO)O)O)N. Drug 2: CC(C)(C#N)C1=CC(=CC(=C1)CN2C=NC=N2)C(C)(C)C#N. Cell line: MOLT-4. (5) Drug 1: C1=NC2=C(N=C(N=C2N1C3C(C(C(O3)CO)O)O)F)N. Drug 2: C1CCC(C(C1)N)N.C(=O)(C(=O)[O-])[O-].[Pt+4]. Cell line: HT29. Synergy scores: CSS=20.9, Synergy_ZIP=0.728, Synergy_Bliss=2.48, Synergy_Loewe=-20.5, Synergy_HSA=-0.854. (6) Cell line: HCT116. Synergy scores: CSS=74.6, Synergy_ZIP=1.87, Synergy_Bliss=2.35, Synergy_Loewe=-4.54, Synergy_HSA=2.98. Drug 2: CC1C(C(CC(O1)OC2CC(CC3=C2C(=C4C(=C3O)C(=O)C5=C(C4=O)C(=CC=C5)OC)O)(C(=O)C)O)N)O.Cl. Drug 1: CC12CCC3C(C1CCC2=O)CC(=C)C4=CC(=O)C=CC34C. (7) Drug 1: C1CN1P(=S)(N2CC2)N3CC3. Drug 2: C1C(C(OC1N2C=NC3=C2NC=NCC3O)CO)O. Cell line: MDA-MB-435. Synergy scores: CSS=5.45, Synergy_ZIP=-1.24, Synergy_Bliss=2.97, Synergy_Loewe=2.13, Synergy_HSA=2.54.